Dataset: NCI-60 drug combinations with 297,098 pairs across 59 cell lines. Task: Regression. Given two drug SMILES strings and cell line genomic features, predict the synergy score measuring deviation from expected non-interaction effect. (1) Drug 1: COC1=C(C=C2C(=C1)N=CN=C2NC3=CC(=C(C=C3)F)Cl)OCCCN4CCOCC4. Drug 2: CS(=O)(=O)CCNCC1=CC=C(O1)C2=CC3=C(C=C2)N=CN=C3NC4=CC(=C(C=C4)OCC5=CC(=CC=C5)F)Cl. Cell line: MDA-MB-435. Synergy scores: CSS=11.0, Synergy_ZIP=-0.977, Synergy_Bliss=6.44, Synergy_Loewe=1.54, Synergy_HSA=1.21. (2) Drug 1: CC1C(C(CC(O1)OC2CC(CC3=C2C(=C4C(=C3O)C(=O)C5=C(C4=O)C(=CC=C5)OC)O)(C(=O)C)O)N)O.Cl. Drug 2: CC1C(C(CC(O1)OC2CC(OC(C2O)C)OC3=CC4=CC5=C(C(=O)C(C(C5)C(C(=O)C(C(C)O)O)OC)OC6CC(C(C(O6)C)O)OC7CC(C(C(O7)C)O)OC8CC(C(C(O8)C)O)(C)O)C(=C4C(=C3C)O)O)O)O. Cell line: MALME-3M. Synergy scores: CSS=16.1, Synergy_ZIP=1.20, Synergy_Bliss=7.64, Synergy_Loewe=-0.418, Synergy_HSA=5.29. (3) Drug 1: CC1OCC2C(O1)C(C(C(O2)OC3C4COC(=O)C4C(C5=CC6=C(C=C35)OCO6)C7=CC(=C(C(=C7)OC)O)OC)O)O. Drug 2: C1=CC(=CC=C1C#N)C(C2=CC=C(C=C2)C#N)N3C=NC=N3. Cell line: UACC-257. Synergy scores: CSS=1.76, Synergy_ZIP=-1.80, Synergy_Bliss=-1.30, Synergy_Loewe=-4.52, Synergy_HSA=-1.98. (4) Drug 1: C1C(C(OC1N2C=C(C(=O)NC2=O)F)CO)O. Drug 2: C1CN1C2=NC(=NC(=N2)N3CC3)N4CC4. Cell line: TK-10. Synergy scores: CSS=16.9, Synergy_ZIP=-3.94, Synergy_Bliss=-1.06, Synergy_Loewe=-2.09, Synergy_HSA=1.93. (5) Synergy scores: CSS=61.5, Synergy_ZIP=-0.297, Synergy_Bliss=5.51, Synergy_Loewe=-7.64, Synergy_HSA=2.97. Drug 1: CC12CCC3C(C1CCC2=O)CC(=C)C4=CC(=O)C=CC34C. Drug 2: C1=CC(=CC=C1CC(C(=O)O)N)N(CCCl)CCCl.Cl. Cell line: RPMI-8226. (6) Drug 1: CCC1(CC2CC(C3=C(CCN(C2)C1)C4=CC=CC=C4N3)(C5=C(C=C6C(=C5)C78CCN9C7C(C=CC9)(C(C(C8N6C)(C(=O)OC)O)OC(=O)C)CC)OC)C(=O)OC)O.OS(=O)(=O)O. Drug 2: C1CC(=O)NC(=O)C1N2C(=O)C3=CC=CC=C3C2=O. Cell line: DU-145. Synergy scores: CSS=-6.44, Synergy_ZIP=4.97, Synergy_Bliss=2.94, Synergy_Loewe=0.360, Synergy_HSA=-3.29. (7) Drug 1: C1C(C(OC1N2C=NC(=NC2=O)N)CO)O. Drug 2: CC1C(C(CC(O1)OC2CC(CC3=C2C(=C4C(=C3O)C(=O)C5=CC=CC=C5C4=O)O)(C(=O)C)O)N)O. Cell line: A498. Synergy scores: CSS=65.9, Synergy_ZIP=-2.13, Synergy_Bliss=-0.262, Synergy_Loewe=-38.7, Synergy_HSA=-0.0504.